Predict the product of the given reaction. From a dataset of Forward reaction prediction with 1.9M reactions from USPTO patents (1976-2016). (1) Given the reactants [Si:1]([O:8][CH2:9][C@@H:10]([OH:22])[CH2:11][CH2:12][C:13]1[CH:18]=[CH:17][CH:16]=[C:15]([O:19][CH3:20])[C:14]=1O)([C:4]([CH3:7])([CH3:6])[CH3:5])([CH3:3])[CH3:2].C1(P(C2C=CC=CC=2)C2C=CC=CC=2)C=CC=CC=1.N(C(OCC)=O)=NC(OCC)=O, predict the reaction product. The product is: [CH3:20][O:19][C:15]1[CH:16]=[CH:17][CH:18]=[C:13]2[C:14]=1[O:22][C@@H:10]([CH2:9][O:8][Si:1]([C:4]([CH3:5])([CH3:6])[CH3:7])([CH3:2])[CH3:3])[CH2:11][CH2:12]2. (2) Given the reactants [CH3:1][O:2][C:3]1[CH:8]=[C:7]([C:9]2[O:10][C:11]3[CH:21]=[C:20]([N:22]([CH3:27])[S:23]([CH3:26])(=[O:25])=[O:24])[C:19](B4OC(C)(C)C(C)(C)O4)=[CH:18][C:12]=3[C:13]=2[C:14]([NH:16][CH3:17])=[O:15])[CH:6]=[CH:5][N:4]=1.Cl[C:38]1[CH:39]=[CH:40][C:41]2[O:54][CH2:53][N:44]3[C:45]4[CH:46]=[CH:47][CH:48]=[C:49]([F:52])[C:50]=4[CH:51]=[C:43]3[C:42]=2[N:55]=1.C([O-])([O-])=O.[Na+].[Na+].CC(C1C=C(C(C)C)C(C2C=CC=CC=2P(C2CCCCC2)C2CCCCC2)=C(C(C)C)C=1)C, predict the reaction product. The product is: [F:52][C:49]1[C:50]2[CH:51]=[C:43]3[C:42]4[N:55]=[C:38]([C:19]5[C:20]([N:22]([CH3:27])[S:23]([CH3:26])(=[O:24])=[O:25])=[CH:21][C:11]6[O:10][C:9]([C:7]7[CH:6]=[CH:5][N:4]=[C:3]([O:2][CH3:1])[CH:8]=7)=[C:13]([C:14]([NH:16][CH3:17])=[O:15])[C:12]=6[CH:18]=5)[CH:39]=[CH:40][C:41]=4[O:54][CH2:53][N:44]3[C:45]=2[CH:46]=[CH:47][CH:48]=1. (3) Given the reactants [F:1][C:2]1[CH:7]=[CH:6][C:5]([C@H:8]2[C@H:12]([N+:13]([O-])=O)[CH2:11][N:10]([CH2:16][CH2:17][O:18][CH3:19])[CH2:9]2)=[CH:4][CH:3]=1, predict the reaction product. The product is: [F:1][C:2]1[CH:7]=[CH:6][C:5]([C@@H:8]2[CH2:9][N:10]([CH2:16][CH2:17][O:18][CH3:19])[CH2:11][C@H:12]2[NH2:13])=[CH:4][CH:3]=1. (4) Given the reactants [F:1][C:2]1[C:3]([C:11]([F:14])([F:13])[F:12])=[C:4]([CH:8]([OH:10])[CH3:9])[CH:5]=[CH:6][CH:7]=1.[H-].[Na+].[CH3:17][O:18][C:19](=[O:44])[C:20]1[CH:25]=[CH:24][C:23]([C:26]2[CH:27]=[N:28][C:29]([NH2:43])=[C:30](OS(C3C=CC(C)=CC=3)(=O)=O)[CH:31]=2)=[CH:22][CH:21]=1, predict the reaction product. The product is: [CH3:17][O:18][C:19](=[O:44])[C:20]1[CH:21]=[CH:22][C:23]([C:26]2[CH:27]=[N:28][C:29]([NH2:43])=[C:30]([O:10][CH:8]([C:4]3[CH:5]=[CH:6][CH:7]=[C:2]([F:1])[C:3]=3[C:11]([F:12])([F:13])[F:14])[CH3:9])[CH:31]=2)=[CH:24][CH:25]=1. (5) Given the reactants C[Si](I)(C)C.C([O:8][P:9]([CH2:14][CH2:15][CH2:16][O:17][C:18]1[CH:19]=[C:20]2[C:24](=[CH:25][CH:26]=1)[N:23]([CH2:27][C:28]1[CH:33]=[CH:32][CH:31]=[CH:30][CH:29]=1)[C:22]([CH3:34])=[C:21]2[CH2:35][C:36](=[O:38])[NH2:37])(=[O:13])[O:10]CC)C.CO.O, predict the reaction product. The product is: [CH2:27]([N:23]1[C:24]2[C:20](=[CH:19][C:18]([O:17][CH2:16][CH2:15][CH2:14][P:9](=[O:8])([OH:13])[OH:10])=[CH:26][CH:25]=2)[C:21]([CH2:35][C:36](=[O:38])[NH2:37])=[C:22]1[CH3:34])[C:28]1[CH:29]=[CH:30][CH:31]=[CH:32][CH:33]=1. (6) Given the reactants [C:1]([C:3]1[CH:8]=[CH:7][C:6]([C:9]2[N:13]3[CH:14]=[C:15]([C:18]4[CH:26]=[CH:25][C:21]([C:22](O)=[O:23])=[CH:20][CH:19]=4)[CH:16]=[CH:17][C:12]3=[N:11][CH:10]=2)=[CH:5][CH:4]=1)#[N:2].CN(C(ON1N=NC2C=CC=NC1=2)=[N+](C)C)C.F[P-](F)(F)(F)(F)F.CN1CCOCC1.Cl.[CH3:59][NH:60][CH2:61][C:62]([N:64]1[CH2:69][CH2:68][O:67][CH2:66][CH2:65]1)=[O:63], predict the reaction product. The product is: [C:1]([C:3]1[CH:4]=[CH:5][C:6]([C:9]2[N:13]3[CH:14]=[C:15]([C:18]4[CH:19]=[CH:20][C:21]([C:22]([N:60]([CH3:59])[CH2:61][C:62]([N:64]5[CH2:65][CH2:66][O:67][CH2:68][CH2:69]5)=[O:63])=[O:23])=[CH:25][CH:26]=4)[CH:16]=[CH:17][C:12]3=[N:11][CH:10]=2)=[CH:7][CH:8]=1)#[N:2].